This data is from Cav3 T-type calcium channel HTS with 100,875 compounds. The task is: Binary Classification. Given a drug SMILES string, predict its activity (active/inactive) in a high-throughput screening assay against a specified biological target. The molecule is S(=O)(=O)(N1CCOCC1)c1cc(n2sc3c(c2=O)cccc3)c(N2CCOCC2)cc1. The result is 0 (inactive).